This data is from Peptide-MHC class I binding affinity with 185,985 pairs from IEDB/IMGT. The task is: Regression. Given a peptide amino acid sequence and an MHC pseudo amino acid sequence, predict their binding affinity value. This is MHC class I binding data. (1) The peptide sequence is LLFMILTVAA. The MHC is HLA-A02:03 with pseudo-sequence HLA-A02:03. The binding affinity (normalized) is 0.432. (2) The MHC is HLA-A02:17 with pseudo-sequence HLA-A02:17. The peptide sequence is MLLMLLPTAL. The binding affinity (normalized) is 0.597. (3) The peptide sequence is TVFRNQNRV. The binding affinity (normalized) is 0.213. The MHC is HLA-B58:01 with pseudo-sequence HLA-B58:01.